Dataset: Peptide-MHC class II binding affinity with 134,281 pairs from IEDB. Task: Regression. Given a peptide amino acid sequence and an MHC pseudo amino acid sequence, predict their binding affinity value. This is MHC class II binding data. (1) The peptide sequence is REQFLGALDLAKKRV. The MHC is DRB1_1302 with pseudo-sequence DRB1_1302. The binding affinity (normalized) is 0. (2) The peptide sequence is GTLVVFFLLIMGQLT. The MHC is DRB1_1501 with pseudo-sequence DRB1_1501. The binding affinity (normalized) is 0.174. (3) The peptide sequence is ADAGYAPATPAAAGA. The MHC is DRB1_0101 with pseudo-sequence DRB1_0101. The binding affinity (normalized) is 0.816. (4) The peptide sequence is KNLTGLVSAGPKAKS. The MHC is DRB1_0701 with pseudo-sequence DRB1_0701. The binding affinity (normalized) is 0.418. (5) The peptide sequence is CGERTEGRCLHYTVDKSK. The MHC is DRB1_0301 with pseudo-sequence DRB1_0301. The binding affinity (normalized) is 0. (6) The peptide sequence is QRAAEPWRDDQRSRS. The MHC is HLA-DPA10201-DPB11401 with pseudo-sequence HLA-DPA10201-DPB11401. The binding affinity (normalized) is 0.112. (7) The peptide sequence is ATVATAPEVKYTVFE. The MHC is HLA-DQA10102-DQB10602 with pseudo-sequence HLA-DQA10102-DQB10602. The binding affinity (normalized) is 0.395. (8) The peptide sequence is AFWVAATAANAAPAN. The MHC is DRB1_0701 with pseudo-sequence DRB1_0701. The binding affinity (normalized) is 0.544.